The task is: Predict the product of the given reaction.. This data is from Forward reaction prediction with 1.9M reactions from USPTO patents (1976-2016). (1) Given the reactants CC1(C)N([O])C(C)(C)CCC1.[OH:12][CH2:13][CH2:14][CH2:15][C:16]1[CH:21]=[CH:20][C:19]([CH2:22][C:23]([O:25][CH3:26])=[O:24])=[CH:18][CH:17]=1.[K+].[Br-].[O-]Cl.[Na+], predict the reaction product. The product is: [O:12]=[CH:13][CH2:14][CH2:15][C:16]1[CH:21]=[CH:20][C:19]([CH2:22][C:23]([O:25][CH3:26])=[O:24])=[CH:18][CH:17]=1. (2) Given the reactants [F:1][C:2]1[CH:7]=[CH:6][C:5]([C:8]2[N:9]=[C:10]3[CH:15]=[CH:14][C:13]([C:16]([NH:18][OH:19])=[NH:17])=[CH:12][N:11]3[CH:20]=2)=[CH:4][CH:3]=1.C(N(CC)CC)C.Cl[C:29]([O:31][CH2:32][CH3:33])=[O:30], predict the reaction product. The product is: [F:1][C:2]1[CH:3]=[CH:4][C:5]([C:8]2[N:9]=[C:10]3[CH:15]=[CH:14][C:13]([C:16]([NH:18][O:19][C:29]([O:31][CH2:32][CH3:33])=[O:30])=[NH:17])=[CH:12][N:11]3[CH:20]=2)=[CH:6][CH:7]=1. (3) Given the reactants [CH3:1][C:2]1[C:10]([N+:11]([O-:13])=[O:12])=[CH:9][CH:8]=[CH:7][C:3]=1[C:4]([OH:6])=[O:5].S(=O)(=O)(O)O.[CH3:19]O, predict the reaction product. The product is: [CH3:19][O:5][C:4](=[O:6])[C:3]1[CH:7]=[CH:8][CH:9]=[C:10]([N+:11]([O-:13])=[O:12])[C:2]=1[CH3:1]. (4) Given the reactants [CH3:1][C:2]1[N:7]=[CH:6][C:5](/[CH:8]=[CH:9]/[C:10]2[C:18]3[NH:17][C:16]4[CH:19]5[CH2:25][CH2:24][N:22]([CH2:23][C:15]=4[C:14]=3[CH:13]=[CH:12][CH:11]=2)[CH2:21][CH2:20]5)=[CH:4][CH:3]=1, predict the reaction product. The product is: [CH3:1][C:2]1[N:7]=[CH:6][C:5]([CH2:8][CH2:9][C:10]2[C:18]3[NH:17][C:16]4[CH:19]5[CH2:25][CH2:24][N:22]([CH2:23][C:15]=4[C:14]=3[CH:13]=[CH:12][CH:11]=2)[CH2:21][CH2:20]5)=[CH:4][CH:3]=1.